From a dataset of Forward reaction prediction with 1.9M reactions from USPTO patents (1976-2016). Predict the product of the given reaction. (1) The product is: [C:1]1([C:14]([C:16]2[CH:21]=[CH:20][CH:19]=[CH:18][N:17]=2)([CH3:15])[CH3:8])[CH:6]=[CH:5][CH:4]=[CH:3][CH:2]=1. Given the reactants [C:1]1([Li])[CH:6]=[CH:5][CH:4]=[CH:3][CH:2]=1.[C:8]1([CH:14]([C:16]2[CH:21]=[CH:20][CH:19]=[CH:18][N:17]=2)[CH3:15])C=CC=CC=1.IC.[Cl-].[NH4+], predict the reaction product. (2) Given the reactants [C:1]1([C:7]2[N:8]=[C:9]([C:19](O)=[O:20])[N:10]([CH3:18])[C:11]=2[C:12]2[CH:17]=[CH:16][CH:15]=[CH:14][CH:13]=2)[CH:6]=[CH:5][CH:4]=[CH:3][CH:2]=1.[NH2:22][N:23]1[CH2:28][CH2:27][CH2:26][CH2:25][CH2:24]1.N1CCCCC1.C1CN([P+](ON2N=NC3C=CC=CC2=3)(N2CCCC2)N2CCCC2)CC1.F[P-](F)(F)(F)(F)F.C(N(C(C)C)CC)(C)C, predict the reaction product. The product is: [N:23]1([NH:22][C:19]([C:9]2[N:10]([CH3:18])[C:11]([C:12]3[CH:13]=[CH:14][CH:15]=[CH:16][CH:17]=3)=[C:7]([C:1]3[CH:2]=[CH:3][CH:4]=[CH:5][CH:6]=3)[N:8]=2)=[O:20])[CH2:28][CH2:27][CH2:26][CH2:25][CH2:24]1.